From a dataset of CYP2D6 inhibition data for predicting drug metabolism from PubChem BioAssay. Regression/Classification. Given a drug SMILES string, predict its absorption, distribution, metabolism, or excretion properties. Task type varies by dataset: regression for continuous measurements (e.g., permeability, clearance, half-life) or binary classification for categorical outcomes (e.g., BBB penetration, CYP inhibition). Dataset: cyp2d6_veith. (1) The drug is O=C1CCCC=C1[C@H](CCc1ccccc1)OC(=O)c1ccc(Br)cc1. The result is 0 (non-inhibitor). (2) The compound is CN1CCC[C@@H](CC2c3ccccc3Sc3ccccc32)C1. The result is 1 (inhibitor). (3) The molecule is CO[C@@H]1COC(=O)C/C=C\[C@H](C)[C@@H](OC)COC(=O)[C@H](Cc2ccccc2)NC(=O)C/C=C\[C@H]1C. The result is 0 (non-inhibitor).